This data is from Full USPTO retrosynthesis dataset with 1.9M reactions from patents (1976-2016). The task is: Predict the reactants needed to synthesize the given product. (1) The reactants are: [C:1]([C:4]1[CH:5]=[C:6]([NH:11][C:12](=[O:23])[C:13]2[CH:18]=[C:17]([O:19][CH3:20])[CH:16]=[C:15]([O:21][CH3:22])[CH:14]=2)[CH:7]=[CH:8][C:9]=1[Cl:10])(=[O:3])[CH3:2].[Br:24]Br. Given the product [Br:24][CH2:2][C:1]([C:4]1[CH:5]=[C:6]([NH:11][C:12](=[O:23])[C:13]2[CH:18]=[C:17]([O:19][CH3:20])[CH:16]=[C:15]([O:21][CH3:22])[CH:14]=2)[CH:7]=[CH:8][C:9]=1[Cl:10])=[O:3], predict the reactants needed to synthesize it. (2) Given the product [CH2:43]([O:42][C:40]([NH:37][CH2:38][C@H:9]([NH:8][C:6]([O:5][C:1]([CH3:3])([CH3:2])[CH3:4])=[O:7])[C:10]([N:12]1[CH2:16][CH2:15][CH2:14][C@H:13]1[C:17]([O:19][CH2:20][C:21]1[CH:26]=[CH:25][CH:24]=[CH:23][CH:22]=1)=[O:18])=[O:11])=[O:41])[C:46]1[CH:16]=[CH:15][CH:14]=[CH:13][CH:17]=1, predict the reactants needed to synthesize it. The reactants are: [C:1]([O:5][C:6]([NH:8][C@@H:9](C(C)(C)C)[C:10]([N:12]1[CH2:16][CH2:15][CH2:14][C@H:13]1[C:17]([O:19][CH2:20][C:21]1[CH:26]=[CH:25][CH:24]=[CH:23][CH:22]=1)=[O:18])=[O:11])=[O:7])([CH3:4])([CH3:3])[CH3:2].C(N1C[CH2:38][N:37]([C:40]([O:42][C:43]([CH3:46])(C)C)=[O:41])CC1)C#C. (3) Given the product [C:19]([N:2]1[CH:3]([C:11]([OH:13])=[O:12])[CH2:4][C:5]2[C:10](=[CH:9][CH:8]=[CH:7][CH:6]=2)[CH2:1]1)([O:18][C:15]([CH3:17])([CH3:16])[CH3:14])=[O:20], predict the reactants needed to synthesize it. The reactants are: [CH2:1]1[C:10]2[C:5](=[CH:6][CH:7]=[CH:8][CH:9]=2)[CH2:4][CH:3]([C:11]([OH:13])=[O:12])[NH:2]1.[CH3:14][C:15]([O:18][C:19](O[C:19]([O:18][C:15]([CH3:17])([CH3:16])[CH3:14])=[O:20])=[O:20])([CH3:17])[CH3:16]. (4) Given the product [OH:15][CH2:14][CH:13]1[CH2:12][NH:11][C:9](=[O:10])[CH2:8][O:16]1, predict the reactants needed to synthesize it. The reactants are: CC(C)([O-])C.[K+].Cl[CH2:8][C:9]([NH:11][CH2:12][CH:13]([OH:16])[CH2:14][OH:15])=[O:10].CO.O. (5) Given the product [OH:8][C@H:9]1[CH2:13][N:12]([C:14]([O:16][C:17]([CH3:18])([CH3:19])[CH3:20])=[O:15])[C@H:11]([CH2:21][C:22]([O:32][CH3:31])=[O:46])[CH2:10]1, predict the reactants needed to synthesize it. The reactants are: [Si]([O:8][C@H:9]1[CH2:13][N:12]([C:14]([O:16][C:17]([CH3:20])([CH3:19])[CH3:18])=[O:15])[C@H:11]([CH2:21][C:22]#N)[CH2:10]1)(C(C)(C)C)(C)C.C(N(CC)CC)C.[C:31](OC(OC(C)(C)C)=O)(OC(C)(C)C)=[O:32].[OH2:46]. (6) Given the product [NH2:2][C:3]1[C:4]([C:11]([NH:13][C:14](=[O:53])[NH:15][CH2:16][CH2:17][CH2:18][CH2:19][C:20]2[CH:21]=[CH:22][C:23]([O:26][CH2:27][CH2:28][N:29]([CH2:41][CH2:42][CH2:43][CH2:44][CH2:45][CH3:46])[CH2:30][C@H:31]([OH:40])[C@@H:32]([OH:39])[C@H:33]([OH:38])[C@H:34]([OH:37])[CH2:35][OH:36])=[CH:24][CH:25]=2)=[O:12])=[N:5][C:6]([Cl:10])=[C:7]([NH2:9])[N:8]=1, predict the reactants needed to synthesize it. The reactants are: Cl.[NH2:2][C:3]1[C:4]([C:11]([NH:13][C:14](=N)[NH:15][CH2:16][CH2:17][CH2:18][CH2:19][C:20]2[CH:25]=[CH:24][C:23]([O:26][CH2:27][CH2:28][N:29]([CH2:41][CH2:42][CH2:43][CH2:44][CH2:45][CH3:46])[CH2:30][C@H:31]([OH:40])[C@@H:32]([OH:39])[C@H:33]([OH:38])[C@H:34]([OH:37])[CH2:35][OH:36])=[CH:22][CH:21]=2)=[O:12])=[N:5][C:6]([Cl:10])=[C:7]([NH2:9])[N:8]=1.[OH-].[Na+].C([OH:53])(C)C. (7) Given the product [OH:9][C@H:6]1[CH2:7][CH2:8][C@H:3]([N:2]([CH3:1])[S:27]([C:24]2[CH:23]=[CH:22][C:21]([C:20]([F:19])([F:31])[F:32])=[CH:26][CH:25]=2)(=[O:29])=[O:28])[CH2:4][CH2:5]1, predict the reactants needed to synthesize it. The reactants are: [CH3:1][NH:2][C@H:3]1[CH2:8][CH2:7][C@H:6]([OH:9])[CH2:5][CH2:4]1.C(N(CC)C(C)C)(C)C.[F:19][C:20]([F:32])([F:31])[C:21]1[CH:26]=[CH:25][C:24]([S:27](Cl)(=[O:29])=[O:28])=[CH:23][CH:22]=1. (8) Given the product [C:1]([O:5][C@@H:6]([C:12]1[C:40]([CH3:41])=[N:39][C:38]2=[CH:42][C:35]3=[N:36][N:37]2[C:13]=1[N:14]1[CH2:15][CH2:16][C:17]([CH3:46])([O:18][CH2:19][CH:20]=[CH:21][CH2:22][O:23][C:24]2[CH:25]=[CH:26][CH:27]=[CH:28][C:29]=2[CH2:30][C:31]2[S:43][C:34]3=[N:33][CH:32]=2)[CH2:44][CH2:45]1)[C:7]([OH:9])=[O:8])([CH3:4])([CH3:2])[CH3:3], predict the reactants needed to synthesize it. The reactants are: [C:1]([O:5][C@@H:6]([C:12]1[C:40]([CH3:41])=[N:39][C:38]2=[CH:42][C:35]3=[N:36][N:37]2[C:13]=1[N:14]1[CH2:45][CH2:44][C:17]([CH3:46])([O:18][CH2:19][CH:20]=[CH:21][CH2:22][O:23][C:24]2[CH:25]=[CH:26][CH:27]=[CH:28][C:29]=2[CH2:30][C:31]2[S:43][C:34]3=[N:33][CH:32]=2)[CH2:16][CH2:15]1)[C:7]([O:9]CC)=[O:8])([CH3:4])([CH3:3])[CH3:2].[OH-].[Na+]. (9) Given the product [Br:43][C:38]1[CH:39]=[C:40]2[C:35](=[CH:36][CH:37]=1)[CH:34]=[C:33]([S:30]([N:28]1[CH2:27][CH2:26][N:25]([C:11](=[O:13])[C:10]3[CH:9]=[CH:8][C:7]([C:4]4[CH:3]=[CH:2][N:1]=[CH:6][CH:5]=4)=[CH:15][CH:14]=3)[CH:24]([CH2:23][OH:22])[CH2:29]1)(=[O:32])=[O:31])[CH:42]=[CH:41]2, predict the reactants needed to synthesize it. The reactants are: [N:1]1[CH:6]=[CH:5][C:4]([C:7]2[CH:15]=[CH:14][C:10]([C:11]([OH:13])=O)=[CH:9][CH:8]=2)=[CH:3][CH:2]=1.C(Cl)(=O)C(Cl)=O.[OH:22][CH2:23][CH:24]1[CH2:29][N:28]([S:30]([C:33]2[CH:42]=[CH:41][C:40]3[C:35](=[CH:36][CH:37]=[C:38]([Br:43])[CH:39]=3)[CH:34]=2)(=[O:32])=[O:31])[CH2:27][CH2:26][NH:25]1.C(N(CC)CC)C. (10) Given the product [ClH:30].[NH2:8][C@@H:9]1[CH2:14][O:13][C@@H:12]([CH2:15][C:16]([O:18][CH3:19])=[O:17])[CH2:11][C@H:10]1[C:20]1[CH:25]=[CH:24][C:23]([C:26]([F:29])([F:27])[F:28])=[CH:22][CH:21]=1, predict the reactants needed to synthesize it. The reactants are: C(OC([NH:8][C@@H:9]1[CH2:14][O:13][C@@H:12]([CH2:15][C:16]([O:18][CH3:19])=[O:17])[CH2:11][C@H:10]1[C:20]1[CH:25]=[CH:24][C:23]([C:26]([F:29])([F:28])[F:27])=[CH:22][CH:21]=1)=O)(C)(C)C.[ClH:30].O1CCOCC1.